Dataset: Full USPTO retrosynthesis dataset with 1.9M reactions from patents (1976-2016). Task: Predict the reactants needed to synthesize the given product. (1) The reactants are: N[C:2]1[C:3]2[C:26]([CH3:28])([CH3:27])[C:25](=[O:29])[NH:24][C:4]=2[N:5]=[C:6]([C:8]2[C:9]3[CH2:23][CH2:22][CH2:21][C:10]=3[N:11]([CH2:13][C:14]3[CH:19]=[CH:18][CH:17]=[CH:16][C:15]=3[F:20])[N:12]=2)[N:7]=1.N(OCCC(C)C)=O.[I:38]I.[I-].[Cs+]. Given the product [F:20][C:15]1[CH:16]=[CH:17][CH:18]=[CH:19][C:14]=1[CH2:13][N:11]1[C:10]2[CH2:21][CH2:22][CH2:23][C:9]=2[C:8]([C:6]2[N:7]=[C:2]([I:38])[C:3]3[C:26]([CH3:27])([CH3:28])[C:25](=[O:29])[NH:24][C:4]=3[N:5]=2)=[N:12]1, predict the reactants needed to synthesize it. (2) Given the product [Br:17][CH2:15][C:14]([C:4]1[CH:5]=[C:6]([S:8]([F:13])([F:9])([F:10])([F:11])[F:12])[CH:7]=[C:2]([Br:1])[CH:3]=1)=[O:16], predict the reactants needed to synthesize it. The reactants are: [Br:1][C:2]1[CH:3]=[C:4]([C:14](=[O:16])[CH3:15])[CH:5]=[C:6]([S:8]([F:13])([F:12])([F:11])([F:10])[F:9])[CH:7]=1.[Br:17]Br. (3) Given the product [CH3:10][C:2]1([CH3:1])[C:5](=[O:6])[CH2:4][CH:3]1[NH:13][C:16](=[O:25])[O:39][C:35]([CH3:38])([CH3:37])[CH3:36], predict the reactants needed to synthesize it. The reactants are: [CH3:1][C:2]1([CH3:10])[C:5](=[O:6])[CH2:4][CH:3]1C(O)=O.C([N:13]([CH2:16]C)CC)C.C1(P(N=[N+]=[N-])(C2C=CC=CC=2)=[O:25])C=CC=CC=1.[C:35]([OH:39])([CH3:38])([CH3:37])[CH3:36].C(=O)(O)[O-].[Na+].